Dataset: Catalyst prediction with 721,799 reactions and 888 catalyst types from USPTO. Task: Predict which catalyst facilitates the given reaction. (1) Reactant: [C:1]([O:4][C@H:5]1[CH2:10][CH2:9][C@H:8]2[C@H:11]3[C@H:21]([CH2:22][CH2:23][C@:6]12[CH3:7])[C@:19]1([CH3:20])[C:14](=[CH:15][C:16](=[O:24])[CH2:17][CH2:18]1)[C:13](=[CH2:25])[CH2:12]3)(=[O:3])[CH3:2].ClC1C(=O)C(C#N)=C(C#N)C(=O)C=1Cl.FC(F)(F)S(O)(=O)=O.FC(F)(F)C(=N[Si](C)(C)C)O[Si](C)(C)C. Product: [C:1]([O:4][C@H:5]1[CH2:10][CH2:9][C@H:8]2[C@H:11]3[C@H:21]([CH2:22][CH2:23][C@:6]12[CH3:7])[C@:19]1([CH3:20])[C:14](=[CH:15][C:16](=[O:24])[CH:17]=[CH:18]1)[C:13](=[CH2:25])[CH2:12]3)(=[O:3])[CH3:2]. The catalyst class is: 11. (2) Reactant: [CH:1]1[CH:2]=[CH:3][C:4]([C@@H:7]([NH2:11])[C:8]([OH:10])=O)=[CH:5][CH:6]=1.[CH3:12][NH-:13].[CH:14](=O)[C:15]1[CH:20]=[CH:19][CH:18]=[CH:17][CH:16]=1.O.C1(C)C=CC(S(O)(=O)=O)=CC=1.C(OCC)(=O)C. Product: [CH3:12][N:13]1[C:8](=[O:10])[C@@H:7]([C:4]2[CH:5]=[CH:6][CH:1]=[CH:2][CH:3]=2)[NH:11][C@H:14]1[C:15]1[CH:20]=[CH:19][CH:18]=[CH:17][CH:16]=1. The catalyst class is: 5. (3) Product: [Cl-:19].[F:13][C:14]1[CH:21]=[CH:20][C:17]([CH2:18][N+:7]2[CH:8]=[CH:9][CH:10]=[C:5]([C:4](=[O:11])[NH2:12])[CH:6]=2)=[CH:16][CH:15]=1. Reactant: C(O)C.[C:4]([NH2:12])(=[O:11])[C:5]1[CH:10]=[CH:9][CH:8]=[N:7][CH:6]=1.[F:13][C:14]1[CH:21]=[CH:20][C:17]([CH2:18][Cl:19])=[CH:16][CH:15]=1. The catalyst class is: 357. (4) Reactant: [Cl:1][C:2]1[N:3]=[CH:4][N:5]([CH2:30][O:31][CH2:32][CH2:33][Si:34]([CH3:37])([CH3:36])[CH3:35])[C:6]=1[C:7]([NH:9][CH2:10][C:11]1[CH:16]=[CH:15][C:14]([Cl:17])=[C:13]([O:18][C:19]2[CH:24]=[C:23]([CH:25]=O)[CH:22]=[C:21]([C:27]#[N:28])[CH:20]=2)[C:12]=1[F:29])=[O:8].[C:38](=O)([O-])[O-].[K+].[K+].CC(C)C(=O)C(P(=O)([O-])[O-])=[N+]=[N-]. Product: [Cl:1][C:2]1[N:3]=[CH:4][N:5]([CH2:30][O:31][CH2:32][CH2:33][Si:34]([CH3:37])([CH3:36])[CH3:35])[C:6]=1[C:7]([NH:9][CH2:10][C:11]1[CH:16]=[CH:15][C:14]([Cl:17])=[C:13]([O:18][C:19]2[CH:24]=[C:23]([C:25]#[CH:38])[CH:22]=[C:21]([C:27]#[N:28])[CH:20]=2)[C:12]=1[F:29])=[O:8]. The catalyst class is: 191. (5) Product: [C:22]([N:7]1[CH2:6][CH2:5][C:4]2[N:3]=[C:2]([Cl:1])[CH:11]=[CH:10][C:9]=2[CH:8]1[CH2:12][CH:13]=[CH2:14])(=[O:25])[CH:23]=[CH2:24]. Reactant: [Cl:1][C:2]1[CH:11]=[CH:10][C:9]2[CH:8]([CH2:12][CH:13]=[CH2:14])[NH:7][CH2:6][CH2:5][C:4]=2[N:3]=1.C(N(CC)CC)C.[C:22](Cl)(=[O:25])[CH:23]=[CH2:24]. The catalyst class is: 2. (6) Reactant: Cl[C:2]1[N:7]=[CH:6][N:5]=[C:4]([N:8]2[C:16]3[C:11](=[CH:12][CH:13]=[C:14]([C:17]4[CH:22]=[CH:21][CH:20]=[C:19]([N+:23]([O-:25])=[O:24])[CH:18]=4)[CH:15]=3)[CH:10]=[CH:9]2)[CH:3]=1.C(=O)([O-])[O-].[K+].[K+].Cl.[CH3:33][NH2:34].O. Product: [CH3:33][NH:34][C:2]1[CH:3]=[C:4]([N:8]2[C:16]3[C:11](=[CH:12][CH:13]=[C:14]([C:17]4[CH:22]=[CH:21][CH:20]=[C:19]([N+:23]([O-:25])=[O:24])[CH:18]=4)[CH:15]=3)[CH:10]=[CH:9]2)[N:5]=[CH:6][N:7]=1. The catalyst class is: 16. (7) Reactant: [N+:1]([C:4]1[CH:14]=[CH:13][C:7]2[NH:8][C:9](=[S:12])[CH2:10][O:11][C:6]=2[CH:5]=1)([O-])=O.S(S([O-])=O)([O-])=O.[Na+].[Na+]. Product: [NH2:1][C:4]1[CH:14]=[CH:13][C:7]2[NH:8][C:9](=[S:12])[CH2:10][O:11][C:6]=2[CH:5]=1. The catalyst class is: 40. (8) Reactant: [Cl-].[CH:2](=O)[C:3]1[C:4](=[CH:6][CH:7]=[CH:8][CH:9]=1)[OH:5].[C:11]1([NH2:18])[CH:16]=[CH:15][CH:14]=[CH:13][C:12]=1[NH2:17]. Product: [CH:14]1[CH:13]=[C:12]([NH:17][CH:2]=[C:3]2[C:4](=[O:5])[CH:6]=[CH:7][CH:8]=[CH:9]2)[C:11]([NH:18][CH:2]=[C:3]2[C:4](=[O:5])[CH:6]=[CH:7][CH:8]=[CH:9]2)=[CH:16][CH:15]=1. The catalyst class is: 5. (9) Reactant: [C:1](=[O:4])([O-])[O-].[K+].[K+].[OH:7][C:8]1[CH:15]=[CH:14][CH:13]=[CH:12][C:9]=1C=O.[F:16][C:17]([F:44])([CH2:40][CH2:41][CH2:42]I)[C:18]([F:39])([F:38])[C:19]([F:37])([F:36])[C:20]([F:35])([F:34])[C:21]([F:33])([F:32])[C:22]([F:31])([F:30])[C:23]([F:29])([F:28])[C:24]([F:27])([F:26])[F:25].O. Product: [F:16][C:17]([F:44])([CH2:40][CH2:41][CH2:42][O:7][C:8]1[CH:9]=[CH:12][C:13]([CH:1]=[O:4])=[CH:14][CH:15]=1)[C:18]([F:38])([F:39])[C:19]([F:36])([F:37])[C:20]([F:34])([F:35])[C:21]([F:32])([F:33])[C:22]([F:31])([F:30])[C:23]([F:29])([F:28])[C:24]([F:27])([F:26])[F:25]. The catalyst class is: 215. (10) Reactant: [NH2:1][CH:2]([CH2:12][C:13]1[CH:18]=[CH:17][C:16]([O:19][CH3:20])=[CH:15][CH:14]=1)[CH:3]([C:5]1[CH:10]=[CH:9][C:8]([F:11])=[CH:7][CH:6]=1)[OH:4].[CH:21]1([C:27](Cl)=[O:28])[CH2:26][CH2:25][CH2:24][CH2:23][CH2:22]1.C(=O)([O-])O.[Na+]. Product: [F:11][C:8]1[CH:7]=[CH:6][C:5]([CH:3]([OH:4])[CH:2]([NH:1][C:27]([CH:21]2[CH2:26][CH2:25][CH2:24][CH2:23][CH2:22]2)=[O:28])[CH2:12][C:13]2[CH:14]=[CH:15][C:16]([O:19][CH3:20])=[CH:17][CH:18]=2)=[CH:10][CH:9]=1. The catalyst class is: 84.